Dataset: Full USPTO retrosynthesis dataset with 1.9M reactions from patents (1976-2016). Task: Predict the reactants needed to synthesize the given product. (1) Given the product [CH2:1]([S:5][C:6]1[S:7][C:8]2[CH:14]=[C:13]([S:15]([Cl:21])(=[O:18])=[O:16])[CH:12]=[CH:11][C:9]=2[N:10]=1)[CH2:2][CH2:3][CH3:4], predict the reactants needed to synthesize it. The reactants are: [CH2:1]([S:5][C:6]1[S:7][C:8]2[CH:14]=[C:13]([S:15]([OH:18])(=O)=[O:16])[CH:12]=[CH:11][C:9]=2[N:10]=1)[CH2:2][CH2:3][CH3:4].O=S(Cl)[Cl:21]. (2) Given the product [CH2:16]([O:15][C:11](=[O:14])[CH:12]=[CH:13][C:2]1[CH:7]=[CH:6][C:5]([N+:8]([O-:10])=[O:9])=[CH:4][CH:3]=1)[CH2:17][CH2:18][CH3:19], predict the reactants needed to synthesize it. The reactants are: Br[C:2]1[CH:7]=[CH:6][C:5]([N+:8]([O-:10])=[O:9])=[CH:4][CH:3]=1.[C:11]([O:15][CH2:16][CH2:17][CH2:18][CH3:19])(=[O:14])[CH:12]=[CH2:13].C(N(CC)CC)C.